Task: Predict the reactants needed to synthesize the given product.. Dataset: Full USPTO retrosynthesis dataset with 1.9M reactions from patents (1976-2016) Given the product [F:1][C:2]1[CH:7]=[CH:6][C:5]([NH:8][C:9](=[O:10])[O:11][C:12]([CH3:15])([CH3:14])[CH3:13])=[CH:4][CH:3]=1, predict the reactants needed to synthesize it. The reactants are: [F:1][C:2]1[CH:7]=[CH:6][C:5]([NH2:8])=[CH:4][CH:3]=1.[C:9](O[C:9]([O:11][C:12]([CH3:15])([CH3:14])[CH3:13])=[O:10])([O:11][C:12]([CH3:15])([CH3:14])[CH3:13])=[O:10].